From a dataset of Forward reaction prediction with 1.9M reactions from USPTO patents (1976-2016). Predict the product of the given reaction. (1) The product is: [F:1][C:2]1[CH:3]=[C:4]([CH:22]2[CH2:26][CH2:25][CH2:24][NH:23]2)[CH:5]=[CH:6][C:7]=1[C:8]1[O:20][C:11]2[C:12]([C:16]([OH:18])=[O:17])=[CH:13][CH:14]=[CH:15][C:10]=2[N:9]=1. Given the reactants [F:1][C:2]1[CH:3]=[C:4]([CH:22]2[CH2:26][CH2:25][CH2:24][N:23]2C([O-])=O)[CH:5]=[CH:6][C:7]=1[C:8](=O)[NH:9][C:10]1[CH:15]=[CH:14][CH:13]=[C:12]([C:16]([O:18]C)=[O:17])[C:11]=1[OH:20].[OH-].[Na+], predict the reaction product. (2) Given the reactants [Cl:1]N1C(=O)CCC1=O.[CH3:9][C:10]1[CH:14]=[C:13]([CH3:15])[NH:12][C:11]=1[C:16]([O:18][CH2:19][CH3:20])=[O:17].[OH-].[Na+], predict the reaction product. The product is: [Cl:1][C:14]1[C:10]([CH3:9])=[C:11]([C:16]([O:18][CH2:19][CH3:20])=[O:17])[NH:12][C:13]=1[CH3:15]. (3) The product is: [C:1]([O:5][C:6]([N:8]1[CH2:13][CH2:12][CH:11]([C:14]2[O:15][C:20]([CH3:21])=[N:17][N:16]=2)[CH2:10][CH2:9]1)=[O:7])([CH3:4])([CH3:2])[CH3:3]. Given the reactants [C:1]([O:5][C:6]([N:8]1[CH2:13][CH2:12][CH:11]([C:14]([NH:16][NH2:17])=[O:15])[CH2:10][CH2:9]1)=[O:7])([CH3:4])([CH3:3])[CH3:2].CO[C:20](OC)(N(C)C)[CH3:21], predict the reaction product. (4) Given the reactants Br[C:2]1[CH:7]=[CH:6][C:5]([C:8]2[C:9]3[C:14]([C:15]([C:22]4[CH:27]=[CH:26][CH:25]=[CH:24][CH:23]=4)=[C:16]4[C:21]=2[CH:20]=[CH:19][CH:18]=[CH:17]4)=[CH:13][CH:12]=[CH:11][CH:10]=3)=[CH:4][CH:3]=1.O1CCCC1.C([Li])CCC.[Br:38][C:39]1[CH:40]=[C:41]([CH:45]=[CH:46][CH:47]=1)[C:42](Cl)=[O:43], predict the reaction product. The product is: [Br:38][C:39]1[CH:40]=[C:41]([CH:45]=[CH:46][CH:47]=1)[C:42]([C:2]1[CH:3]=[CH:4][C:5]([C:8]2[C:9]3[C:14](=[CH:13][CH:12]=[CH:11][CH:10]=3)[C:15]([C:22]3[CH:27]=[CH:26][CH:25]=[CH:24][CH:23]=3)=[C:16]3[C:21]=2[CH:20]=[CH:19][CH:18]=[CH:17]3)=[CH:6][CH:7]=1)=[O:43]. (5) Given the reactants [CH3:1][C:2]1[CH:7]=[CH:6][C:5]([C:8]2[O:12][N:11]=[CH:10][C:9]=2[C:13]([OH:15])=O)=[CH:4][CH:3]=1.[N:16]1[CH:21]=[CH:20][CH:19]=[CH:18][C:17]=1[N:22]1[CH2:27][CH2:26][NH:25][CH2:24][CH2:23]1, predict the reaction product. The product is: [CH3:1][C:2]1[CH:3]=[CH:4][C:5]([C:8]2[O:12][N:11]=[CH:10][C:9]=2[C:13]([N:25]2[CH2:26][CH2:27][N:22]([C:17]3[CH:18]=[CH:19][CH:20]=[CH:21][N:16]=3)[CH2:23][CH2:24]2)=[O:15])=[CH:6][CH:7]=1. (6) Given the reactants Cl.[F:2][C:3]1[CH:8]=[CH:7][C:6]([C:9]#[C:10][CH:11]2[CH2:16][CH2:15][CH2:14][NH:13][CH2:12]2)=[CH:5][CH:4]=1.CCN(C(C)C)C(C)C.[F:26][C:27]1[CH:35]=[CH:34][C:30]([C:31](Cl)=[O:32])=[CH:29][CH:28]=1, predict the reaction product. The product is: [F:26][C:27]1[CH:35]=[CH:34][C:30]([C:31]([N:13]2[CH2:14][CH2:15][CH2:16][CH:11]([C:10]#[C:9][C:6]3[CH:7]=[CH:8][C:3]([F:2])=[CH:4][CH:5]=3)[CH2:12]2)=[O:32])=[CH:29][CH:28]=1. (7) Given the reactants [Cl:1][C:2]1[CH:3]=[C:4]([C@@H:8]2[C@@H:13]([C:14]3[CH:19]=[CH:18][C:17]([Cl:20])=[CH:16][CH:15]=3)[N:12]([CH2:21][CH:22]3[CH2:24][CH2:23]3)[C:11](=[O:25])[C@@H:10]([CH2:26][C:27]([NH:29][CH2:30][C:31]([O:33]CC)=[O:32])=[O:28])[CH2:9]2)[CH:5]=[CH:6][CH:7]=1.[OH-].[Li+].O.Cl, predict the reaction product. The product is: [Cl:1][C:2]1[CH:3]=[C:4]([C@@H:8]2[C@@H:13]([C:14]3[CH:15]=[CH:16][C:17]([Cl:20])=[CH:18][CH:19]=3)[N:12]([CH2:21][CH:22]3[CH2:23][CH2:24]3)[C:11](=[O:25])[C@@H:10]([CH2:26][C:27]([NH:29][CH2:30][C:31]([OH:33])=[O:32])=[O:28])[CH2:9]2)[CH:5]=[CH:6][CH:7]=1.